From a dataset of HIV replication inhibition screening data with 41,000+ compounds from the AIDS Antiviral Screen. Binary Classification. Given a drug SMILES string, predict its activity (active/inactive) in a high-throughput screening assay against a specified biological target. (1) The molecule is CCOC(=O)C(C(=S)Nc1ccccc1)c1nn2c(=O)cc(C)nc2s1. The result is 0 (inactive). (2) The molecule is CC(=NNC(=S)N1CCN(c2ccccn2)CC1)c1nccs1. The result is 0 (inactive).